Predict the reactants needed to synthesize the given product. From a dataset of Full USPTO retrosynthesis dataset with 1.9M reactions from patents (1976-2016). (1) Given the product [CH2:1]([NH:8][C:9]([N:11]1[C@H:16]2[CH2:17][N:18]([CH2:30][C:31]3[CH:36]=[CH:35][CH:34]=[C:33]([N:48]4[CH2:51][CH:50]([N:52]5[CH2:57][CH2:56][N:55]([CH3:58])[CH2:54][C@@H:53]5[CH3:59])[CH2:49]4)[N:32]=3)[C:19](=[O:29])[C@H:20]([CH2:21][C:22]3[CH:27]=[CH:26][C:25]([OH:28])=[CH:24][CH:23]=3)[N:15]2[C:14](=[O:38])[CH2:13][N:12]1[CH2:39][CH:40]=[CH2:41])=[O:10])[C:2]1[CH:7]=[CH:6][CH:5]=[CH:4][CH:3]=1, predict the reactants needed to synthesize it. The reactants are: [CH2:1]([NH:8][C:9]([N:11]1[C@H:16]2[CH2:17][N:18]([CH2:30][C:31]3[CH:36]=[CH:35][CH:34]=[C:33](F)[N:32]=3)[C:19](=[O:29])[C@H:20]([CH2:21][C:22]3[CH:27]=[CH:26][C:25]([OH:28])=[CH:24][CH:23]=3)[N:15]2[C:14](=[O:38])[CH2:13][N:12]1[CH2:39][CH:40]=[CH2:41])=[O:10])[C:2]1[CH:7]=[CH:6][CH:5]=[CH:4][CH:3]=1.N1C=CC=CC=1.[NH:48]1[CH2:51][CH:50]([N:52]2[CH2:57][CH2:56][N:55]([CH3:58])[CH2:54][C@@H:53]2[CH3:59])[CH2:49]1.C(C1C=CC=CC=1)C1C=CC=CC=1. (2) Given the product [OH:1][CH:2]([CH2:39][OH:40])[CH2:3][O:4][C:5]1[CH:10]=[CH:9][C:8]([C:11]2[C:15]3[CH:16]=[C:17]([CH2:20][O:21][C:22]4[N:27]=[CH:26][C:25]([CH:28]([C:35]#[C:36][CH3:37])[CH2:29][C:30]([OH:32])=[O:31])=[CH:24][CH:23]=4)[CH:18]=[CH:19][C:14]=3[S:13][CH:12]=2)=[C:7]([CH3:38])[CH:6]=1, predict the reactants needed to synthesize it. The reactants are: [OH:1][CH:2]([CH2:39][OH:40])[CH2:3][O:4][C:5]1[CH:10]=[CH:9][C:8]([C:11]2[C:15]3[CH:16]=[C:17]([CH2:20][O:21][C:22]4[N:27]=[CH:26][C:25]([CH:28]([C:35]#[C:36][CH3:37])[CH2:29][C:30]([O:32]CC)=[O:31])=[CH:24][CH:23]=4)[CH:18]=[CH:19][C:14]=3[S:13][CH:12]=2)=[C:7]([CH3:38])[CH:6]=1.[Li+].[OH-].Cl. (3) Given the product [CH2:1]([O:9][C:10](=[O:20])[CH:11]=[CH:12][C:13]1[CH:18]=[CH:17][CH:16]=[CH:15][C:14]=1[O:19][C:26]([O:25][CH2:24][CH2:23][CH:22]([CH3:21])[CH2:29][CH2:30][C:31]1[CH:32]=[CH:33][CH:34]=[CH:35][CH:36]=1)=[O:27])[CH2:2][C:3]1[CH:4]=[CH:5][CH:6]=[CH:7][CH:8]=1, predict the reactants needed to synthesize it. The reactants are: [CH2:1]([O:9][C:10](=[O:20])[CH:11]=[CH:12][C:13]1[CH:18]=[CH:17][CH:16]=[CH:15][C:14]=1[OH:19])[CH2:2][C:3]1[CH:8]=[CH:7][CH:6]=[CH:5][CH:4]=1.[CH3:21][CH:22]([CH2:29][CH2:30][C:31]1[CH:36]=[CH:35][CH:34]=[CH:33][CH:32]=1)[CH2:23][CH2:24][O:25][C:26](Cl)=[O:27].N1C=CC=CC=1. (4) Given the product [C:1]([O:4][CH2:5][C@@H:6]1[C@@H:11]([O:12][C:13](=[O:15])[CH3:14])[C@H:10]([O:16][C:17](=[O:19])[CH3:18])[C@H:9]([F:20])[C@@H:8]([O:21][C:22]2[CH:23]=[CH:31][C:26]([Br:25])=[CH:27][C:28]=2[O:33][CH3:34])[O:7]1)(=[O:3])[CH3:2], predict the reactants needed to synthesize it. The reactants are: [C:1]([O:4][CH2:5][C@@H:6]1[C@@H:11]([O:12][C:13](=[O:15])[CH3:14])[C@H:10]([O:16][C:17](=[O:19])[CH3:18])[C@H:9]([F:20])[CH:8]([O:21][C:22](=O)[CH3:23])[O:7]1)(=[O:3])[CH3:2].[Br:25][C:26]1[CH:31]=CC(O)=[C:28]([O:33][CH3:34])[CH:27]=1. (5) Given the product [CH3:19][O:18][C:15]1[CH:16]=[C:17]2[C:12](=[CH:13][C:14]=1[O:20][CH3:21])[N:11]=[C:10]([NH:22][CH3:23])[N:9]=[C:8]2[C:4]1[CH:5]=[N:6][CH:7]=[C:2]([C:29]2[CH:30]=[CH:31][C:26]([S:25][CH3:24])=[CH:27][CH:28]=2)[CH:3]=1, predict the reactants needed to synthesize it. The reactants are: Br[C:2]1[CH:3]=[C:4]([C:8]2[C:17]3[C:12](=[CH:13][C:14]([O:20][CH3:21])=[C:15]([O:18][CH3:19])[CH:16]=3)[N:11]=[C:10]([NH:22][CH3:23])[N:9]=2)[CH:5]=[N:6][CH:7]=1.[CH3:24][S:25][C:26]1[CH:31]=[CH:30][C:29](OB(O)O)=[CH:28][CH:27]=1. (6) Given the product [F:15][C:16]1[CH:17]=[C:18]([S:23]([NH:1][C:4]2[CH:13]=[CH:12][CH:11]=[C:10]3[C:5]=2[CH:6]=[CH:7][C:8]([NH:39][CH:37]2[C:38]4[C:33](=[CH:32][CH:31]=[CH:30][C:29]=4[O:28][CH3:27])[CH2:34][CH2:35][CH2:36]2)=[N:9]3)(=[O:25])=[O:24])[CH:19]=[C:20]([F:22])[CH:21]=1, predict the reactants needed to synthesize it. The reactants are: [N+:1]([C:4]1[CH:13]=[CH:12][CH:11]=[C:10]2[C:5]=1[CH:6]=[CH:7][C:8](Cl)=[N:9]2)([O-])=O.[F:15][C:16]1[CH:17]=[C:18]([S:23](Cl)(=[O:25])=[O:24])[CH:19]=[C:20]([F:22])[CH:21]=1.[CH3:27][O:28][C:29]1[CH:30]=[CH:31][CH:32]=[C:33]2[C:38]=1[CH:37]([NH2:39])[CH2:36][CH2:35][CH2:34]2.